From a dataset of Catalyst prediction with 721,799 reactions and 888 catalyst types from USPTO. Predict which catalyst facilitates the given reaction. (1) Reactant: [CH3:1][C:2]([O:13][Si:14]([CH3:17])([CH3:16])[CH3:15])([CH3:12])[CH2:3][N:4]1[CH:8]=[C:7]([N+:9]([O-:11])=[O:10])[CH:6]=[N:5]1.C[Si]([N-][Si](C)(C)C)(C)C.[Li+].[Cl:28]C(Cl)(Cl)C(Cl)(Cl)Cl. Product: [Cl:28][C:8]1[N:4]([CH2:3][C:2]([CH3:1])([O:13][Si:14]([CH3:15])([CH3:17])[CH3:16])[CH3:12])[N:5]=[CH:6][C:7]=1[N+:9]([O-:11])=[O:10]. The catalyst class is: 1. (2) Reactant: [C:1]([O:5][C:6]([N:8]1[CH2:14][CH2:13][C:12]2[CH:15]=[C:16]([NH2:19])[CH:17]=[CH:18][C:11]=2[CH:10](Cl)[CH2:9]1)=[O:7])([CH3:4])([CH3:3])[CH3:2].[Br:21][C:22]1[CH:27]=[CH:26][C:25]([S:28](Cl)(=[O:30])=[O:29])=[C:24]([O:32][C:33]([F:36])([F:35])[F:34])[CH:23]=1.O.[Cl:38]CCl. Product: [C:1]([O:5][C:6]([N:8]1[CH2:14][CH2:13][C:12]2[C:15]([Cl:38])=[C:16]([NH:19][S:28]([C:25]3[CH:26]=[CH:27][C:22]([Br:21])=[CH:23][C:24]=3[O:32][C:33]([F:34])([F:35])[F:36])(=[O:30])=[O:29])[CH:17]=[CH:18][C:11]=2[CH2:10][CH2:9]1)=[O:7])([CH3:4])([CH3:3])[CH3:2]. The catalyst class is: 17.